From a dataset of Peptide-MHC class I binding affinity with 185,985 pairs from IEDB/IMGT. Regression. Given a peptide amino acid sequence and an MHC pseudo amino acid sequence, predict their binding affinity value. This is MHC class I binding data. The peptide sequence is RVIDPRRCL. The MHC is BoLA-T2b with pseudo-sequence BoLA-T2b. The binding affinity (normalized) is 0.0641.